This data is from Full USPTO retrosynthesis dataset with 1.9M reactions from patents (1976-2016). The task is: Predict the reactants needed to synthesize the given product. (1) Given the product [C:33]([O:21][CH2:22][C:23]([CH2:25][O:26][C:7](=[O:8])[CH3:9])=[O:24])(=[O:35])[CH3:34], predict the reactants needed to synthesize it. The reactants are: B(O)(O)[C@H]1N([C:7]([C@@H:9](N)C(C)C)=[O:8])CCC1.CS(O)(=O)=O.[OH:21][CH2:22][C:23]([CH2:25][OH:26])=[O:24].N1C=CC=CC=1.[C:33](OC(=O)C)(=[O:35])[CH3:34]. (2) Given the product [C:1]([O:5][C:6](=[O:12])[NH:7][CH:8]1[CH2:11][N:10]([C:16]2[CH:17]=[CH:18][N:19]=[C:14]([Cl:13])[N:15]=2)[CH2:9]1)([CH3:4])([CH3:2])[CH3:3], predict the reactants needed to synthesize it. The reactants are: [C:1]([O:5][C:6](=[O:12])[NH:7][CH:8]1[CH2:11][NH:10][CH2:9]1)([CH3:4])([CH3:3])[CH3:2].[Cl:13][C:14]1[N:19]=[C:18](Cl)[CH:17]=[CH:16][N:15]=1.C(N(CC)CC)C. (3) Given the product [O:15]1[CH2:16][CH2:17][O:18][C:13]2[CH:12]=[C:11]([NH:9][C:10]3[N:3]4[C:4]([CH3:8])=[CH:5][CH:6]=[CH:7][C:2]4=[N:1][C:30]=3[C:29]3[C:28]([F:32])=[CH:27][C:24]([C:25]#[N:26])=[CH:23][C:22]=3[F:21])[CH:20]=[CH:19][C:14]1=2, predict the reactants needed to synthesize it. The reactants are: [NH2:1][C:2]1[CH:7]=[CH:6][CH:5]=[C:4]([CH3:8])[N:3]=1.[N+:9]([C:11]1[CH:20]=[CH:19][C:14]2[O:15][CH2:16][CH2:17][O:18][C:13]=2[CH:12]=1)#[C-:10].[F:21][C:22]1[CH:23]=[C:24]([CH:27]=[C:28]([F:32])[C:29]=1[CH:30]=O)[C:25]#[N:26]. (4) Given the product [Br:1][C:2]1[CH:10]=[C:6]([NH2:23])[C:5]([N:11]([CH2:16][CH:17]([CH3:19])[CH3:18])[CH2:12][CH:13]([CH3:15])[CH3:14])=[C:4]([F:20])[CH:3]=1, predict the reactants needed to synthesize it. The reactants are: [Br:1][C:2]1[CH:3]=[C:4]([F:20])[C:5]([N:11]([CH2:16][CH:17]([CH3:19])[CH3:18])[CH2:12][CH:13]([CH3:15])[CH3:14])=[C:6]([CH:10]=1)C(O)=O.C([N:23](CC)CC)C.P(N=[N+]=[N-])(=O)(OC1C=CC=CC=1)OC1C=CC=CC=1.C(O)(C)(C)C.C(=O)(OC(C)(C)C)N. (5) Given the product [CH3:1][O:2][C:3](=[O:36])[C@H:4]([CH2:16][C:17]1[CH:18]=[CH:19][C:20]([N:23]2[C:24](=[O:35])[C:25]3[C:26](=[CH:27][CH:28]=[C:29]([N:31]([CH3:32])[CH3:33])[CH:30]=3)[NH:34][C:37]2=[O:38])=[CH:21][CH:22]=1)[NH:5][C:6](=[O:15])[C:7]1[C:12]([Cl:13])=[CH:11][CH:10]=[CH:9][C:8]=1[Cl:14], predict the reactants needed to synthesize it. The reactants are: [CH3:1][O:2][C:3](=[O:36])[C@H:4]([CH2:16][C:17]1[CH:22]=[CH:21][C:20]([NH:23][C:24](=[O:35])[C:25]2[CH:30]=[C:29]([N:31]([CH3:33])[CH3:32])[CH:28]=[CH:27][C:26]=2[NH2:34])=[CH:19][CH:18]=1)[NH:5][C:6](=[O:15])[C:7]1[C:12]([Cl:13])=[CH:11][CH:10]=[CH:9][C:8]=1[Cl:14].[C:37](N1C=CN=C1)(N1C=CN=C1)=[O:38]. (6) Given the product [CH:1]1([CH2:4][O:5][C:6]2[N:11]=[C:10]([C:12]([N:25]3[CH2:26][C:23]([F:22])([CH3:27])[CH2:24]3)=[O:14])[CH:9]=[CH:8][C:7]=2[N:15]2[CH2:18][C:17]([F:20])([F:19])[CH2:16]2)[CH2:2][CH2:3]1, predict the reactants needed to synthesize it. The reactants are: [CH:1]1([CH2:4][O:5][C:6]2[N:11]=[C:10]([C:12]([OH:14])=O)[CH:9]=[CH:8][C:7]=2[N:15]2[CH2:18][C:17]([F:20])([F:19])[CH2:16]2)[CH2:3][CH2:2]1.Cl.[F:22][C:23]1([CH3:27])[CH2:26][NH:25][CH2:24]1. (7) Given the product [C:48]([C:52]1[CH:56]=[C:55]([NH:57][C:58]([NH:19][CH2:18][C:17]2[CH:30]=[CH:31][CH:32]=[CH:33][C:16]=2[CH2:15][O:14][C:10]2[CH:11]=[C:12]([CH3:13])[N:7]([CH2:6][C:5]3[CH:35]=[CH:36][CH:37]=[C:3]([O:2][CH3:1])[CH:4]=3)[C:8](=[O:34])[CH:9]=2)=[O:66])[N:54]([C:67]2[CH:72]=[CH:71][CH:70]=[C:69]([O:73][CH2:74][CH2:75][O:76][CH:77]3[CH2:82][CH2:81][CH2:80][CH2:79][O:78]3)[CH:68]=2)[N:53]=1)([CH3:49])([CH3:51])[CH3:50], predict the reactants needed to synthesize it. The reactants are: [CH3:1][O:2][C:3]1[CH:4]=[C:5]([CH:35]=[CH:36][CH:37]=1)[CH2:6][N:7]1[C:12]([CH3:13])=[CH:11][C:10]([O:14][CH2:15][C:16]2[CH:33]=[CH:32][CH:31]=[CH:30][C:17]=2[CH2:18][N:19]2C(=O)C3C(=CC=CC=3)C2=O)=[CH:9][C:8]1=[O:34].O.NN.C(N(CC)CC)C.[C:48]([C:52]1[CH:56]=[C:55]([NH:57][C:58](=[O:66])OC2C=CC=CC=2)[N:54]([C:67]2[CH:72]=[CH:71][CH:70]=[C:69]([O:73][CH2:74][CH2:75][O:76][CH:77]3[CH2:82][CH2:81][CH2:80][CH2:79][O:78]3)[CH:68]=2)[N:53]=1)([CH3:51])([CH3:50])[CH3:49]. (8) Given the product [Cl:1][C:2]1[C:7]([C:8]([NH:40][C:41]2[CH:42]=[C:43]3[C:49]([O:50][CH2:51][CH3:52])=[N:48][N:47]([C:53]([O:55][C:56]([CH3:57])([CH3:59])[CH3:58])=[O:54])[C:44]3=[N:45][CH:46]=2)=[O:10])=[C:6]([F:11])[C:5]([NH:12][S:13]([CH2:16][CH2:17][CH3:18])(=[O:15])=[O:14])=[CH:4][CH:3]=1, predict the reactants needed to synthesize it. The reactants are: [Cl:1][C:2]1[C:7]([C:8]([OH:10])=O)=[C:6]([F:11])[C:5]([NH:12][S:13]([CH2:16][CH2:17][CH3:18])(=[O:15])=[O:14])=[CH:4][CH:3]=1.CCN=C=NCCCN(C)C.C1C=CC2N(O)N=NC=2C=1.[NH2:40][C:41]1[CH:42]=[C:43]2[C:49]([O:50][CH2:51][CH3:52])=[N:48][N:47]([C:53]([O:55][C:56]([CH3:59])([CH3:58])[CH3:57])=[O:54])[C:44]2=[N:45][CH:46]=1.CCN(CC)CC. (9) Given the product [CH3:10][C:4]1[S:3][C:2]2[NH:1][C:12](=[O:11])[O:8][C:7](=[O:9])[C:6]=2[CH:5]=1, predict the reactants needed to synthesize it. The reactants are: [NH2:1][C:2]1[S:3][C:4]([CH3:10])=[CH:5][C:6]=1[C:7]([OH:9])=[O:8].[O:11]1CCOC[CH2:12]1.C(Cl)(Cl)=O. (10) Given the product [O:1]=[C:2]1[CH2:10][CH2:9][CH2:8][C:7]2[N:6]([C:11]([OH:13])=[O:12])[CH:5]=[CH:4][C:3]1=2.[O:1]=[C:2]1[CH2:10][CH2:9][CH2:8][C:7]2[N:6]([C:11]([O:13][C:14]([CH3:17])([CH3:16])[CH3:15])=[O:12])[CH:5]=[CH:4][C:3]1=2, predict the reactants needed to synthesize it. The reactants are: [O:1]=[C:2]1[CH2:10][CH2:9][CH2:8][C:7]2[N:6]([C:11]([O:13][C:14]([CH3:17])([CH3:16])[CH3:15])=[O:12])[CH:5]=[CH:4][C:3]1=2.O.C1(C)C=CC(S(O)(=O)=O)=CC=1.